From a dataset of Catalyst prediction with 721,799 reactions and 888 catalyst types from USPTO. Predict which catalyst facilitates the given reaction. (1) Reactant: [F:1][C:2]([F:28])([F:27])[CH:3]([C:18]1[CH:23]=[C:22]([Cl:24])[C:21]([Cl:25])=[C:20]([Cl:26])[CH:19]=1)/[CH:4]=[CH:5]/[C:6]1[C:15]2[C:10](=[CH:11][CH:12]=[CH:13][CH:14]=2)[C:9]([CH2:16][NH2:17])=[CH:8][CH:7]=1.CCN(CC)CC.[CH2:36]([N:38]=[C:39]=[O:40])[CH3:37]. Product: [CH2:36]([NH:38][C:39]([NH:17][CH2:16][C:9]1[C:10]2[C:15](=[CH:14][CH:13]=[CH:12][CH:11]=2)[C:6](/[CH:5]=[CH:4]/[CH:3]([C:18]2[CH:19]=[C:20]([Cl:26])[C:21]([Cl:25])=[C:22]([Cl:24])[CH:23]=2)[C:2]([F:1])([F:27])[F:28])=[CH:7][CH:8]=1)=[O:40])[CH3:37]. The catalyst class is: 2. (2) Product: [OH:1][CH2:2][CH2:3][C:4]1[C:13]2[C:8](=[CH:9][C:10]([O:14][CH2:22][C:23]3[CH:28]=[CH:27][CH:26]=[CH:25][CH:24]=3)=[CH:11][CH:12]=2)[O:7][C:6](=[O:15])[CH:5]=1. Reactant: [OH:1][CH2:2][CH2:3][C:4]1[C:13]2[C:8](=[CH:9][C:10]([OH:14])=[CH:11][CH:12]=2)[O:7][C:6](=[O:15])[CH:5]=1.C([O-])([O-])=O.[K+].[K+].[CH2:22](Br)[C:23]1[CH:28]=[CH:27][CH:26]=[CH:25][CH:24]=1. The catalyst class is: 8. (3) Product: [Br:3][C:4]1[C:12]2[C:7](=[N:8][CH:9]=[N:10][C:11]=2[O:18][CH3:17])[NH:6][N:5]=1. Reactant: [H-].[Na+].[Br:3][C:4]1[C:12]2[C:7](=[N:8][CH:9]=[N:10][C:11]=2Cl)[NH:6][N:5]=1.C[Si](C)(C)C[CH2:17][O:18]CCl. The catalyst class is: 18. (4) Reactant: C[O:2][C:3](=[O:12])[C:4]1[CH:9]=[CH:8][C:7]([NH2:10])=[C:6]([Cl:11])[CH:5]=1.[OH-].[Na+]. Product: [NH2:10][C:7]1[CH:8]=[CH:9][C:4]([C:3]([OH:12])=[O:2])=[CH:5][C:6]=1[Cl:11]. The catalyst class is: 14. (5) Product: [C:22]([O:21][C:19]([N:6]1[CH2:7][CH2:8][CH:9]([CH2:11][CH2:12][CH2:13][CH2:14][CH2:15][F:16])[CH2:10][CH:5]1[C:3]([OH:2])=[O:4])=[O:20])([CH3:25])([CH3:24])[CH3:23]. Reactant: C[O:2][C:3]([CH:5]1[CH2:10][CH:9]([CH2:11][CH2:12][CH2:13][CH2:14][CH2:15][F:16])[CH2:8][CH2:7][NH:6]1)=[O:4].[OH-].[Na+].[C:19](O[C:19]([O:21][C:22]([CH3:25])([CH3:24])[CH3:23])=[O:20])([O:21][C:22]([CH3:25])([CH3:24])[CH3:23])=[O:20]. The catalyst class is: 107. (6) Reactant: [CH2:1]([O:3][CH:4]=[C:5]([CH3:8])[CH:6]=O)[CH3:2].[CH3:9][N:10]([CH3:12])[NH2:11].C(O)(=O)C. Product: [CH3:9][N:10]([CH3:12])[N:11]=[CH:6][C:5]([CH3:8])=[CH:4][O:3][CH2:1][CH3:2]. The catalyst class is: 27.